This data is from NCI-60 drug combinations with 297,098 pairs across 59 cell lines. The task is: Regression. Given two drug SMILES strings and cell line genomic features, predict the synergy score measuring deviation from expected non-interaction effect. (1) Drug 1: CC1C(C(CC(O1)OC2CC(CC3=C2C(=C4C(=C3O)C(=O)C5=C(C4=O)C(=CC=C5)OC)O)(C(=O)CO)O)N)O.Cl. Drug 2: C1=NC2=C(N1)C(=S)N=CN2. Cell line: 786-0. Synergy scores: CSS=74.6, Synergy_ZIP=-0.570, Synergy_Bliss=-1.13, Synergy_Loewe=-6.36, Synergy_HSA=-1.32. (2) Drug 1: C1CCN(CC1)CCOC2=CC=C(C=C2)C(=O)C3=C(SC4=C3C=CC(=C4)O)C5=CC=C(C=C5)O. Drug 2: CCC1(C2=C(COC1=O)C(=O)N3CC4=CC5=C(C=CC(=C5CN(C)C)O)N=C4C3=C2)O.Cl. Cell line: A498. Synergy scores: CSS=9.92, Synergy_ZIP=-2.74, Synergy_Bliss=1.56, Synergy_Loewe=-13.6, Synergy_HSA=0.949. (3) Drug 1: C1=CN(C(=O)N=C1N)C2C(C(C(O2)CO)O)O.Cl. Drug 2: C1CN1C2=NC(=NC(=N2)N3CC3)N4CC4. Cell line: COLO 205. Synergy scores: CSS=59.3, Synergy_ZIP=-7.49, Synergy_Bliss=-8.33, Synergy_Loewe=-3.63, Synergy_HSA=1.69. (4) Drug 1: CC1=C2C(C(=O)C3(C(CC4C(C3C(C(C2(C)C)(CC1OC(=O)C(C(C5=CC=CC=C5)NC(=O)OC(C)(C)C)O)O)OC(=O)C6=CC=CC=C6)(CO4)OC(=O)C)OC)C)OC. Drug 2: CC1OCC2C(O1)C(C(C(O2)OC3C4COC(=O)C4C(C5=CC6=C(C=C35)OCO6)C7=CC(=C(C(=C7)OC)O)OC)O)O. Cell line: HCC-2998. Synergy scores: CSS=61.9, Synergy_ZIP=6.03, Synergy_Bliss=4.01, Synergy_Loewe=-3.98, Synergy_HSA=9.01. (5) Drug 1: CC(C)NC(=O)C1=CC=C(C=C1)CNNC.Cl. Drug 2: C1CN(P(=O)(OC1)NCCCl)CCCl. Cell line: M14. Synergy scores: CSS=6.20, Synergy_ZIP=-1.39, Synergy_Bliss=-0.411, Synergy_Loewe=2.73, Synergy_HSA=-0.754.